Binary Classification. Given a T-cell receptor sequence (or CDR3 region) and an epitope sequence, predict whether binding occurs between them. From a dataset of TCR-epitope binding with 47,182 pairs between 192 epitopes and 23,139 TCRs. (1) The epitope is AVFDRKSDAK. The TCR CDR3 sequence is CSAMTSGSSYEQYF. Result: 1 (the TCR binds to the epitope). (2) Result: 0 (the TCR does not bind to the epitope). The epitope is NLNESLIDL. The TCR CDR3 sequence is CASSPPTGGVSTDTQYF. (3) The epitope is FLLNKEMYL. The TCR CDR3 sequence is CASSLRGPESETQYF. Result: 1 (the TCR binds to the epitope). (4) The epitope is YVFCTVNAL. The TCR CDR3 sequence is CASSPSGDSRHF. Result: 0 (the TCR does not bind to the epitope). (5) The epitope is NYSGVVTTVMF. The TCR CDR3 sequence is CASSQGERAYEQYF. Result: 0 (the TCR does not bind to the epitope). (6) The epitope is LLLGIGILV. Result: 1 (the TCR binds to the epitope). The TCR CDR3 sequence is CASSHNWGDRDGQYF.